This data is from Full USPTO retrosynthesis dataset with 1.9M reactions from patents (1976-2016). The task is: Predict the reactants needed to synthesize the given product. (1) Given the product [CH2:8]([N:5]1[CH2:6][CH2:7][C:2]2([CH2:15][O:16][C:17](=[O:18])[NH:1]2)[CH2:3][CH2:4]1)[C:9]1[CH:14]=[CH:13][CH:12]=[CH:11][CH:10]=1, predict the reactants needed to synthesize it. The reactants are: [NH2:1][C:2]1([CH2:15][OH:16])[CH2:7][CH2:6][N:5]([CH2:8][C:9]2[CH:14]=[CH:13][CH:12]=[CH:11][CH:10]=2)[CH2:4][CH2:3]1.[C:17](N1C=CN=C1)(N1C=CN=C1)=[O:18]. (2) Given the product [F:11][C:2]([F:1])([F:10])[C:3]1[N:8]=[CH:7][C:6]([NH:9][C:13](=[O:14])[O:15][CH3:16])=[CH:5][CH:4]=1, predict the reactants needed to synthesize it. The reactants are: [F:1][C:2]([F:11])([F:10])[C:3]1[N:8]=[CH:7][C:6]([NH2:9])=[CH:5][CH:4]=1.Cl[C:13]([O:15][CH3:16])=[O:14].C(=O)(O)[O-].[Na+]. (3) Given the product [F:21][C:17]1[C:16]([F:22])=[C:15]2[C:20]([C:11]([CH2:10][N:3]3[C:4]([CH3:8])=[C:5]([CH3:7])[N:6]=[C:2]3[CH3:1])=[CH:12][C:13](=[O:23])[NH:14]2)=[CH:19][CH:18]=1, predict the reactants needed to synthesize it. The reactants are: [CH3:1][C:2]1[NH:3][C:4]([CH3:8])=[C:5]([CH3:7])[N:6]=1.Br[CH2:10][C:11]1[C:20]2[C:15](=[C:16]([F:22])[C:17]([F:21])=[CH:18][CH:19]=2)[NH:14][C:13](=[O:23])[CH:12]=1. (4) The reactants are: [CH3:1][CH2:2][O:3][C:4]([C:6]1[N:11]=[C:10](C(O)=O)[CH:9]=[CH:8][CH:7]=1)=[O:5].C([N:18]([CH2:22]C)C(C)C)(C)C.C1C=CC(P(N=[N+]=[N-])(C2C=CC=CC=2)=[O:31])=CC=1.[C:41]([OH:45])([CH3:44])([CH3:43])[CH3:42]. Given the product [CH2:2]([O:3][C:4]([C:6]1[CH:7]=[CH:8][CH:9]=[C:10]([NH:18][C:22]([O:45][C:41]([CH3:44])([CH3:43])[CH3:42])=[O:31])[N:11]=1)=[O:5])[CH3:1], predict the reactants needed to synthesize it. (5) Given the product [F:19][C:20]1[CH:21]=[CH:22][C:23]([C:26]2[O:30][N:29]=[C:28]([C:31]([N:9]3[CH2:8][C@H:7]([C:1]4[CH:2]=[CH:3][CH:4]=[CH:5][CH:6]=4)[NH:12][C:11](=[O:13])[C@@H:10]3[C:14]3[S:15][CH:16]=[CH:17][CH:18]=3)=[O:32])[CH:27]=2)=[CH:24][CH:25]=1, predict the reactants needed to synthesize it. The reactants are: [C:1]1([C@@H:7]2[NH:12][C:11](=[O:13])[C@H:10]([C:14]3[S:15][CH:16]=[CH:17][CH:18]=3)[NH:9][CH2:8]2)[CH:6]=[CH:5][CH:4]=[CH:3][CH:2]=1.[F:19][C:20]1[CH:25]=[CH:24][C:23]([C:26]2[O:30][N:29]=[C:28]([C:31](O)=[O:32])[CH:27]=2)=[CH:22][CH:21]=1.C([C@@H]1N(C(=O)/C=C/C2C=CC=CC=2)C[C@H](CC(C)C)NC1=O)C(C)C. (6) Given the product [NH2:10][C:3]1[CH:4]=[C:5]([CH2:6][OH:7])[CH:8]=[CH:9][C:2]=1[F:1], predict the reactants needed to synthesize it. The reactants are: [F:1][C:2]1[CH:9]=[CH:8][C:5]([CH2:6][OH:7])=[CH:4][C:3]=1[N+:10]([O-])=O. (7) Given the product [F:1][C@H:2]1[C@@H:8]([O:9][S:26]([C:23]2[CH:22]=[CH:21][C:20]([N+:17]([O-:19])=[O:18])=[CH:25][CH:24]=2)(=[O:27])=[O:28])[CH2:7][CH2:6][N:5]([C:10]([O:12][C:13]([CH3:16])([CH3:15])[CH3:14])=[O:11])[CH2:4][CH2:3]1, predict the reactants needed to synthesize it. The reactants are: [F:1][C@H:2]1[C@@H:8]([OH:9])[CH2:7][CH2:6][N:5]([C:10]([O:12][C:13]([CH3:16])([CH3:15])[CH3:14])=[O:11])[CH2:4][CH2:3]1.[N+:17]([C:20]1[CH:25]=[CH:24][C:23]([S:26](Cl)(=[O:28])=[O:27])=[CH:22][CH:21]=1)([O-:19])=[O:18].CCN(CC)CC. (8) Given the product [F:14][C:15]([F:24])([F:25])[C:16]1[CH:17]=[CH:18][C:19]([N:22]2[C:23]([CH2:5][NH:4][CH:2]([CH3:3])[CH3:1])=[N:13][N:12]=[N:11]2)=[CH:20][CH:21]=1, predict the reactants needed to synthesize it. The reactants are: [CH3:1][CH:2]([NH2:4])[CH3:3].[CH2:5]=O.C[Si]([N:11]=[N+:12]=[N-:13])(C)C.[F:14][C:15]([F:25])([F:24])[C:16]1[CH:21]=[CH:20][C:19]([N+:22]#[C-:23])=[CH:18][CH:17]=1. (9) Given the product [CH2:20]([O:19][C:17]([CH:16]1[N:15]([CH2:22][C:23]2[CH:28]=[CH:27][C:26]([O:29][CH3:30])=[CH:25][C:24]=2[O:31][CH3:32])[CH2:14][CH:6]2[C:7]3[CH:13]=[CH:12][CH:11]=[CH:10][C:8]=3[S:9][CH:5]2[C:3]1=[O:2])=[O:18])[CH3:21], predict the reactants needed to synthesize it. The reactants are: C[O:2][C:3]([C:5]1[S:9][C:8]2[CH:10]=[CH:11][CH:12]=[CH:13][C:7]=2[C:6]=1[CH2:14][N:15]([CH2:22][C:23]1[CH:28]=[CH:27][C:26]([O:29][CH3:30])=[CH:25][C:24]=1[O:31][CH3:32])[CH2:16][C:17]([O:19][CH2:20][CH3:21])=[O:18])=O.Cl.